From a dataset of NCI-60 drug combinations with 297,098 pairs across 59 cell lines. Regression. Given two drug SMILES strings and cell line genomic features, predict the synergy score measuring deviation from expected non-interaction effect. Drug 1: CC1=C2C(C(=O)C3(C(CC4C(C3C(C(C2(C)C)(CC1OC(=O)C(C(C5=CC=CC=C5)NC(=O)C6=CC=CC=C6)O)O)OC(=O)C7=CC=CC=C7)(CO4)OC(=O)C)O)C)OC(=O)C. Drug 2: CCN(CC)CCCC(C)NC1=C2C=C(C=CC2=NC3=C1C=CC(=C3)Cl)OC. Cell line: SNB-75. Synergy scores: CSS=3.72, Synergy_ZIP=-8.88, Synergy_Bliss=-2.15, Synergy_Loewe=-11.4, Synergy_HSA=-2.82.